The task is: Predict which catalyst facilitates the given reaction.. This data is from Catalyst prediction with 721,799 reactions and 888 catalyst types from USPTO. (1) Reactant: [Cl:1][C:2]1[CH:7]=[CH:6][CH:5]=[CH:4][C:3]=1[C:8]#[C:9][C:10]1[S:23][C:13]2[C:14]3[CH:22]=[N:21][CH:20]=[CH:19][C:15]=3[O:16][CH2:17][CH2:18][C:12]=2[CH:11]=1.[N-:24]=[N+:25]=[N-:26].[Na+].O. Product: [S:23]1[C:13]2[C:14]3[CH:22]=[N:21][CH:20]=[CH:19][C:15]=3[O:16][CH2:17][CH2:18][C:12]=2[CH:11]=[C:10]1[C:9]1[C:8]([C:3]2[CH:4]=[CH:5][CH:6]=[CH:7][C:2]=2[Cl:1])=[N:26][NH:25][N:24]=1. The catalyst class is: 16. (2) Reactant: [C:1]([C:5]1[CH:6]=[CH:7][C:8]2[CH2:9][C:10]3[C:15]([C:16]=2[CH:17]=1)=[CH:14][C:13]([C:18]([CH3:21])([CH3:20])[CH3:19])=[CH:12][CH:11]=3)([CH3:4])([CH3:3])[CH3:2].CCCCCC.C([Li])CCC.[C:33]([C:37]1[CH:38]=[CH:39][C:40](=[C:42]([CH3:44])[CH3:43])[CH:41]=1)([CH3:36])([CH3:35])[CH3:34]. Product: [C:33]([C:37]1[CH:38]=[CH:39][CH:40]([C:42]([C:11]2[C:10]3[CH2:9][C:8]4[C:16](=[CH:17][C:5]([C:1]([CH3:4])([CH3:3])[CH3:2])=[CH:6][CH:7]=4)[C:15]=3[CH:14]=[C:13]([C:18]([CH3:21])([CH3:20])[CH3:19])[CH:12]=2)([CH3:44])[CH3:43])[CH:41]=1)([CH3:36])([CH3:35])[CH3:34]. The catalyst class is: 316. (3) Reactant: [F:1][C:2]1[CH:7]=[CH:6][C:5]([CH2:8][C:9]([C:11]2[CH:16]=[CH:15][C:14]([O:17][CH:18]3[CH2:23][CH2:22][CH2:21][CH2:20][O:19]3)=[CH:13][C:12]=2[OH:24])=[O:10])=[CH:4][CH:3]=1.N12CCCN=C1CCCCC2.[I:36][C:37]1[CH:44]=[CH:43][C:40]([CH:41]=O)=[CH:39][CH:38]=1.N1CCCCC1. Product: [F:1][C:2]1[CH:3]=[CH:4][C:5]([CH:8]2[C:9](=[O:10])[C:11]3[C:12](=[CH:13][C:14]([O:17][CH:18]4[CH2:23][CH2:22][CH2:21][CH2:20][O:19]4)=[CH:15][CH:16]=3)[O:24][CH:41]2[C:40]2[CH:43]=[CH:44][C:37]([I:36])=[CH:38][CH:39]=2)=[CH:6][CH:7]=1. The catalyst class is: 114. (4) Product: [CH3:1][C:2]1[N:6]2[CH:7]=[C:8]([NH2:12])[CH:9]=[C:10]([CH3:11])[C:5]2=[N:4][N:3]=1. Reactant: [CH3:1][C:2]1[N:6]2[CH:7]=[C:8]([N+:12]([O-])=O)[CH:9]=[C:10]([CH3:11])[C:5]2=[N:4][N:3]=1.[H][H]. The catalyst class is: 19. (5) Reactant: C([NH:5][C:6](=[O:18])[C:7]([C:9]1[CH:14]=[CH:13][CH:12]=[C:11]([N+:15]([O-:17])=[O:16])[CH:10]=1)=[O:8])(C)(C)C.FC(F)(F)S(O[Si](C(C)(C)C)(C)C)(=O)=O. Product: [N+:15]([C:11]1[CH:10]=[C:9]([C:7](=[O:8])[C:6]([NH2:5])=[O:18])[CH:14]=[CH:13][CH:12]=1)([O-:17])=[O:16]. The catalyst class is: 11.